Dataset: Catalyst prediction with 721,799 reactions and 888 catalyst types from USPTO. Task: Predict which catalyst facilitates the given reaction. (1) Reactant: C([O-])(=O)C.[O:5]=[C:6]1[C@@H:9]([NH3+:10])[CH2:8][NH:7]1.CCN(C(C)C)C(C)C.[O:20]1[C:24]2[CH:25]=[CH:26][C:27]([CH2:29][O:30][C:31](N3C=CC=CC3=O)=[O:32])=[CH:28][C:23]=2[O:22][CH2:21]1. Product: [O:5]=[C:6]1[C@@H:9]([NH:10][C:31](=[O:32])[O:30][CH2:29][C:27]2[CH:26]=[CH:25][C:24]3[O:20][CH2:21][O:22][C:23]=3[CH:28]=2)[CH2:8][NH:7]1. The catalyst class is: 2. (2) Product: [CH:17]1[C:8]([NH:7][C:5](=[O:6])[CH2:4][C:3]([CH3:19])([CH3:18])[CH3:2])=[CH:9][C:10]2[CH2:11][CH2:12][CH2:13][N:14]3[C:15]=2[C:16]=1[C:21]1[CH2:26][CH2:25][CH2:24][CH2:23][C:22]=13. Reactant: Cl.[CH3:2][C:3]([CH3:19])([CH3:18])[CH2:4][C:5]([NH:7][C:8]1[CH:9]=[C:10]2[C:15](=[CH:16][CH:17]=1)[NH:14][CH2:13][CH2:12][CH2:11]2)=[O:6].Cl[CH:21]1[CH2:26][CH2:25][CH2:24][CH2:23][C:22]1=O. The catalyst class is: 8.